Task: Regression. Given a peptide amino acid sequence and an MHC pseudo amino acid sequence, predict their binding affinity value. This is MHC class II binding data.. Dataset: Peptide-MHC class II binding affinity with 134,281 pairs from IEDB (1) The peptide sequence is RTGQIFKQTYSKFDT. The MHC is DRB3_0101 with pseudo-sequence DRB3_0101. The binding affinity (normalized) is 0.113. (2) The peptide sequence is EKKYFAAVQFEPLAA. The MHC is HLA-DQA10101-DQB10501 with pseudo-sequence HLA-DQA10101-DQB10501. The binding affinity (normalized) is 0.433. (3) The peptide sequence is VEALYLVCGERGFFY. The MHC is DRB1_0404 with pseudo-sequence DRB1_0404. The binding affinity (normalized) is 0.554. (4) The peptide sequence is SQDLELSWNLGGLQAY. The MHC is HLA-DQA10101-DQB10501 with pseudo-sequence HLA-DQA10101-DQB10501. The binding affinity (normalized) is 0.733. (5) The peptide sequence is SLYNTVATLYCVHQRIDV. The MHC is DRB1_0405 with pseudo-sequence DRB1_0405. The binding affinity (normalized) is 0.674. (6) The peptide sequence is SERPAIVPPADKYRT. The MHC is DRB1_1101 with pseudo-sequence DRB1_1101. The binding affinity (normalized) is 0.156. (7) The peptide sequence is GGLPLAGAGGAGAGP. The MHC is DRB1_1302 with pseudo-sequence DRB1_1302. The binding affinity (normalized) is 0. (8) The peptide sequence is TLWQRPFVTIKIGGQLKEAL. The MHC is DRB1_1302 with pseudo-sequence DRB1_1302. The binding affinity (normalized) is 0.303. (9) The peptide sequence is GLLQIVDKIDAAFKI. The MHC is DRB3_0202 with pseudo-sequence DRB3_0202. The binding affinity (normalized) is 0.301.